From a dataset of Peptide-MHC class II binding affinity with 134,281 pairs from IEDB. Regression. Given a peptide amino acid sequence and an MHC pseudo amino acid sequence, predict their binding affinity value. This is MHC class II binding data. The binding affinity (normalized) is 0.541. The MHC is DRB1_0901 with pseudo-sequence DRB1_0901. The peptide sequence is YHFDLSGIAFGSMAK.